This data is from Forward reaction prediction with 1.9M reactions from USPTO patents (1976-2016). The task is: Predict the product of the given reaction. (1) Given the reactants [NH2:1][C:2]1[CH:3]=[N:4][CH:5]=[CH:6][C:7]=1Br.C1(C)C=CC=CC=1P(C1C=CC=CC=1C)C1C=CC=CC=1C.C(N(CC)CC)C.[C:38]([O:42][CH2:43][CH3:44])(=[O:41])[CH:39]=[CH2:40], predict the reaction product. The product is: [NH2:1][C:2]1[CH:3]=[N:4][CH:5]=[CH:6][C:7]=1/[CH:40]=[CH:39]/[C:38]([O:42][CH2:43][CH3:44])=[O:41]. (2) Given the reactants [OH:1][CH2:2][CH:3]([C:5]1[CH:13]=[CH:12][C:8]([C:9]([O-:11])=[O:10])=[CH:7][CH:6]=1)[CH3:4].[C:14]1(O)[CH:19]=[CH:18][CH:17]=[CH:16][CH:15]=1.[C:21]1(P(C2C=CC=CC=2)C2C=CC=CC=2)C=CC=CC=1.N(C(OC(C)C)=O)=NC(OC(C)C)=O, predict the reaction product. The product is: [O:1]([CH2:2][CH:3]([C:5]1[CH:13]=[CH:12][C:8]([C:9]([O:11][CH3:21])=[O:10])=[CH:7][CH:6]=1)[CH3:4])[C:14]1[CH:19]=[CH:18][CH:17]=[CH:16][CH:15]=1. (3) Given the reactants [CH3:1][S:2](Cl)(=[O:4])=[O:3].[C:6]([O:10][C:11]([N:13]1[CH2:18][CH2:17][CH2:16][C@@H:15]2[C:19]3[CH:20]=[CH:21][C:22]([NH2:26])=[CH:23][C:24]=3[CH2:25][C@H:14]12)=[O:12])([CH3:9])([CH3:8])[CH3:7].C(N(CC)CC)C.C([O-])(O)=O.[Na+], predict the reaction product. The product is: [C:6]([O:10][C:11]([N:13]1[CH2:18][CH2:17][CH2:16][C@@H:15]2[C:19]3[CH:20]=[CH:21][C:22]([NH:26][S:2]([CH3:1])(=[O:4])=[O:3])=[CH:23][C:24]=3[CH2:25][C@H:14]12)=[O:12])([CH3:9])([CH3:7])[CH3:8]. (4) Given the reactants [Cl:1][C:2]1[CH:9]=[C:6]([CH:7]=[O:8])[C:5]([OH:10])=[CH:4][CH:3]=1.S(C1C=CC(C)=CC=1)(O[CH2:15][CH:16]1[CH2:20][CH2:19][CH2:18][CH2:17]1)(=O)=O.C([O-])([O-])=O.[K+].[K+].CCOC(C)=O, predict the reaction product. The product is: [Cl:1][C:2]1[CH:3]=[CH:4][C:5]([O:10][CH2:15][CH:16]2[CH2:20][CH2:19][CH2:18][CH2:17]2)=[C:6]([CH:9]=1)[CH:7]=[O:8]. (5) Given the reactants [CH2:1]([O:5][C:6]1[N:14]=[C:13]2[C:9]([N:10]=[C:11]([O:25]C)[N:12]2[CH2:15][CH2:16][CH2:17][CH2:18][CH:19]2[CH2:24][CH2:23][NH:22][CH2:21][CH2:20]2)=[C:8]([NH2:27])[N:7]=1)[CH2:2][CH2:3][CH3:4].Br[CH2:29][CH2:30][CH:31]([CH3:33])[CH3:32], predict the reaction product. The product is: [NH2:27][C:8]1[N:7]=[C:6]([O:5][CH2:1][CH2:2][CH2:3][CH3:4])[N:14]=[C:13]2[C:9]=1[NH:10][C:11](=[O:25])[N:12]2[CH2:15][CH2:16][CH2:17][CH2:18][CH:19]1[CH2:20][CH2:21][N:22]([CH2:29][CH2:30][CH:31]([CH3:33])[CH3:32])[CH2:23][CH2:24]1. (6) The product is: [CH3:1][C:2]1[CH:3]=[C:4]([CH2:11][C@@H:12]([NH:17][C:18]([N:20]2[CH2:21][CH2:22][CH:23]([C:26]3[C:27](=[O:36])[NH:28][C:29]4[C:34]([CH:35]=3)=[CH:33][CH:32]=[CH:31][CH:30]=4)[CH2:24][CH2:25]2)=[O:19])[C:13]([NH:37][C@H:38]([C:51](=[O:64])[N:52]2[CH2:57][CH2:56][N:55]([C:58]3[CH:59]=[CH:60][N:61]=[CH:62][CH:63]=3)[CH2:54][CH2:53]2)[CH2:39][CH2:40][CH2:41][CH2:42][NH:43][C:44](=[O:50])[O:45][C:46]([CH3:47])([CH3:48])[CH3:49])=[O:14])[CH:5]=[C:6]2[C:10]=1[NH:9][N:8]=[CH:7]2. Given the reactants [CH3:1][C:2]1[CH:3]=[C:4]([CH2:11][C@@H:12]([NH:17][C:18]([N:20]2[CH2:25][CH2:24][CH:23]([C:26]3[C:27](=[O:36])[NH:28][C:29]4[C:34]([CH:35]=3)=[CH:33][CH:32]=[CH:31][CH:30]=4)[CH2:22][CH2:21]2)=[O:19])[C:13](OC)=[O:14])[CH:5]=[C:6]2[C:10]=1[NH:9][N:8]=[CH:7]2.[NH2:37][C@H:38]([C:51](=[O:64])[N:52]1[CH2:57][CH2:56][N:55]([C:58]2[CH:63]=[CH:62][N:61]=[CH:60][CH:59]=2)[CH2:54][CH2:53]1)[CH2:39][CH2:40][CH2:41][CH2:42][NH:43][C:44](=[O:50])[O:45][C:46]([CH3:49])([CH3:48])[CH3:47].F[B-](F)(F)F.N1(OC(N(C)C)=[N+](C)C)C2C=CC=CC=2N=N1.C(N(CC)CC)C, predict the reaction product. (7) Given the reactants C(O[C:4]([C:6]1[N:7]=[C:8]([C:26]#[N:27])[C:9]2[C:14]([C:15]=1[OH:16])=[CH:13][CH:12]=[C:11]([O:17][C:18]1[CH:23]=[CH:22][C:21]([F:24])=[CH:20][C:19]=1[Cl:25])[CH:10]=2)=[O:5])C.Cl.[OH2:29], predict the reaction product. The product is: [Cl:25][C:19]1[CH:20]=[C:21]([F:24])[CH:22]=[CH:23][C:18]=1[O:17][C:11]1[CH:10]=[C:9]2[C:14]([C:15]([OH:16])=[C:6]([C:4]([NH:27][CH2:26][CH2:8][CH2:9][CH2:10][C:11]([OH:17])=[O:29])=[O:5])[N:7]=[C:8]2[C:26]#[N:27])=[CH:13][CH:12]=1.